Task: Predict the product of the given reaction.. Dataset: Forward reaction prediction with 1.9M reactions from USPTO patents (1976-2016) (1) Given the reactants [NH2:1][C:2]1[CH:3]=[C:4]2[C:20](=[O:21])[NH:19][N:18]=[CH:17][C:6]3=[C:7]([C:11]4[CH:16]=[CH:15][CH:14]=[CH:13][CH:12]=4)[NH:8][C:9]([CH:10]=1)=[C:5]23.[C:22]([O:26][C:27]([N:29]1[CH2:34][CH2:33][CH:32]([CH2:35][C:36](O)=[O:37])[CH2:31][CH2:30]1)=[O:28])([CH3:25])([CH3:24])[CH3:23].C(N(CC)CC)C.F[P-](F)(F)(F)(F)F.N1(OC(N(C)C)=[N+](C)C)C2N=CC=CC=2N=N1, predict the reaction product. The product is: [C:22]([O:26][C:27]([N:29]1[CH2:34][CH2:33][CH:32]([CH2:35][C:36](=[O:37])[NH:1][C:2]2[CH:3]=[C:4]3[C:20](=[O:21])[NH:19][N:18]=[CH:17][C:6]4=[C:7]([C:11]5[CH:12]=[CH:13][CH:14]=[CH:15][CH:16]=5)[NH:8][C:9]([CH:10]=2)=[C:5]34)[CH2:31][CH2:30]1)=[O:28])([CH3:25])([CH3:24])[CH3:23]. (2) Given the reactants CC(C)([O-])C.[K+].[Cl:7][C:8]1[CH:13]=[CH:12][C:11]([C:14]2[CH:19]=[CH:18][C:17]([CH3:20])=[C:16]([CH2:21][C:22]([NH:24][C@@:25]3([C:35]([O:37]C)=O)[CH2:30][CH2:29][CH2:28][C@H:27]([C:31]([F:34])([F:33])[F:32])[CH2:26]3)=[O:23])[CH:15]=2)=[CH:10][CH:9]=1.Cl, predict the reaction product. The product is: [Cl:7][C:8]1[CH:13]=[CH:12][C:11]([C:14]2[CH:19]=[CH:18][C:17]([CH3:20])=[C:16]([C:21]3[C:22](=[O:23])[NH:24][C@:25]4([CH2:30][CH2:29][CH2:28][C@H:27]([C:31]([F:32])([F:34])[F:33])[CH2:26]4)[C:35]=3[OH:37])[CH:15]=2)=[CH:10][CH:9]=1. (3) The product is: [F:56][C:53]1[CH:52]=[CH:51][C:50]([CH2:49][N:48]2[C:70](=[O:71])[C:69]([C:64]3[NH:63][C:62]4[CH:73]=[CH:74][C:59]([I:58])=[CH:60][C:61]=4[S:66](=[O:68])(=[O:67])[N:65]=3)=[C:40]([OH:41])[C@H:42]3[C@@H:47]2[C@H:46]2[CH2:57][C@@H:43]3[CH2:44][CH2:45]2)=[CH:55][CH:54]=1. Given the reactants C(N(CC)C(C)C)(C)C.F[P-](F)(F)(F)(F)F.N1(O[P+](N(C)C)(N(C)C)N(C)C)C2C=CC=CC=2N=N1.C(O[C:40]([C@H:42]1[C@@H:47]([NH:48][CH2:49][C:50]2[CH:55]=[CH:54][C:53]([F:56])=[CH:52][CH:51]=2)[C@H:46]2[CH2:57][C@@H:43]1[CH2:44][CH2:45]2)=[O:41])C.[I:58][C:59]1[CH:74]=[CH:73][C:62]2[NH:63][C:64]([CH2:69][C:70](O)=[O:71])=[N:65][S:66](=[O:68])(=[O:67])[C:61]=2[CH:60]=1.[O-]CC.[Na+].C(O)C, predict the reaction product.